Dataset: Reaction yield outcomes from USPTO patents with 853,638 reactions. Task: Predict the reaction yield, written as a fraction of the theoretical maximum amount of product (1.0 means a 100% yield; for example, 0.34 means a 34% yield). (1) The reactants are [NH2:1][CH2:2][CH:3]1[CH2:7][C:6]2[CH:8]=[C:9]([C:13]3[S:17][C:16]([C:18](=[O:20])[CH3:19])=[CH:15][CH:14]=3)[CH:10]=[C:11]([Cl:12])[C:5]=2[O:4]1.CCN=C=NCCC[N:29]([CH3:31])C.[CH:32]1[CH:33]=[CH:34][C:35]2N(O)N=[N:38][C:36]=2[CH:37]=1.CCN(C(C)C)C(C)C.CN([CH:54]=[O:55])C. The catalyst is C(Cl)Cl. The product is [C:18]([C:16]1[S:17][C:13]([C:9]2[CH:10]=[C:11]([Cl:12])[C:5]3[O:4][CH:3]([CH2:2][NH:1][C:54](=[O:55])/[CH:35]=[CH:34]/[C:33]4[CH:31]=[N:29][C:36]([NH2:38])=[CH:37][CH:32]=4)[CH2:7][C:6]=3[CH:8]=2)=[CH:14][CH:15]=1)(=[O:20])[CH3:19]. The yield is 0.350. (2) The reactants are [Cl:1][C:2]1[CH:16]=[CH:15][C:5]([C:6]([NH:8][CH2:9][CH2:10][CH2:11][C:12]([OH:14])=[O:13])=[O:7])=[C:4]([OH:17])[CH:3]=1.[OH-].[Na+:19]. The catalyst is CC(C)=O. The product is [Cl:1][C:2]1[CH:16]=[CH:15][C:5]([C:6]([NH:8][CH2:9][CH2:10][CH2:11][C:12]([O-:14])=[O:13])=[O:7])=[C:4]([OH:17])[CH:3]=1.[Na+:19]. The yield is 0.972. (3) The reactants are [C:1]([O:5][C:6](=[O:15])[CH2:7]/[N:8]=[CH:9]/[CH2:10][C:11]([CH3:14])([CH3:13])[CH3:12])([CH3:4])([CH3:3])[CH3:2].[Cl:16][C:17]1[CH:22]=[CH:21][C:20](/[C:23](=[CH:26]/[C:27]2[CH:32]=[C:31]([Cl:33])[CH:30]=[CH:29][C:28]=2[O:34][CH3:35])/[C:24]#[N:25])=[C:19]([F:36])[CH:18]=1.C(N(CC)CC)C. The catalyst is ClCCl. The product is [C:1]([O:5][C:6]([CH:7]1[CH:26]([C:27]2[CH:32]=[C:31]([Cl:33])[CH:30]=[CH:29][C:28]=2[O:34][CH3:35])[C:23]([C:20]2[CH:21]=[CH:22][C:17]([Cl:16])=[CH:18][C:19]=2[F:36])([C:24]#[N:25])[CH:9]([CH2:10][C:11]([CH3:14])([CH3:13])[CH3:12])[NH:8]1)=[O:15])([CH3:4])([CH3:3])[CH3:2]. The yield is 0.140. (4) The catalyst is O1CCCC1. The reactants are [CH3:1][O:2][C:3](=[O:18])[CH2:4][C:5]1[N:6]=[C:7]([C:11]2[CH:16]=[CH:15][C:14]([Br:17])=[CH:13][CH:12]=2)[O:8][C:9]=1[CH3:10].[CH:19]([N-]C(C)C)(C)C.[Li+].CI. The product is [CH3:1][O:2][C:3](=[O:18])[CH:4]([C:5]1[N:6]=[C:7]([C:11]2[CH:12]=[CH:13][C:14]([Br:17])=[CH:15][CH:16]=2)[O:8][C:9]=1[CH3:10])[CH3:19]. The yield is 0.460. (5) The reactants are [NH2:1][C:2]1[CH:3]=[CH:4][CH:5]=[C:6]2[C:11]=1[CH2:10][C:9](=[O:12])[CH2:8][CH2:7]2.[BH4-].[Na+].O. The catalyst is CO. The product is [NH2:1][C:2]1[CH:3]=[CH:4][CH:5]=[C:6]2[C:11]=1[CH2:10][CH:9]([OH:12])[CH2:8][CH2:7]2. The yield is 0.710. (6) The reactants are [NH2:1][CH:2]1[CH2:7][CH2:6][N:5]([C:8]([O:10][C:11]([CH3:14])([CH3:13])[CH3:12])=[O:9])[CH2:4][CH2:3]1.[NH2:15][C:16]1[NH:17][C:18](=O)[C:19]2[N:25]=[C:24]([C:26]3[CH:31]=[CH:30][C:29]([F:32])=[CH:28][CH:27]=3)[CH:23]=[CH:22][C:20]=2[N:21]=1. The catalyst is O1CCOCC1. The product is [NH2:15][C:16]1[N:17]=[C:18]([NH:1][CH:2]2[CH2:3][CH2:4][N:5]([C:8]([O:10][C:11]([CH3:14])([CH3:13])[CH3:12])=[O:9])[CH2:6][CH2:7]2)[C:19]2[N:25]=[C:24]([C:26]3[CH:31]=[CH:30][C:29]([F:32])=[CH:28][CH:27]=3)[CH:23]=[CH:22][C:20]=2[N:21]=1. The yield is 0.430.